This data is from Full USPTO retrosynthesis dataset with 1.9M reactions from patents (1976-2016). The task is: Predict the reactants needed to synthesize the given product. (1) Given the product [CH:38]1([NH:37][C:35]2[N:34]=[C:33]([C:41]3[CH:46]=[CH:45][CH:44]=[C:43]([CH3:47])[N:42]=3)[CH:32]=[C:31]([C:27]3[CH:28]=[N:29][CH:30]=[C:25]([C:11]4[CH:12]=[CH:13][CH:14]=[C:9]([CH2:8][N:5]5[CH2:6][CH2:7][N:2]([CH3:1])[CH2:3][CH2:4]5)[CH:10]=4)[CH:26]=3)[CH:36]=2)[CH2:40][CH2:39]1, predict the reactants needed to synthesize it. The reactants are: [CH3:1][N:2]1[CH2:7][CH2:6][N:5]([CH2:8][C:9]2[CH:10]=[C:11](B(O)O)[CH:12]=[CH:13][CH:14]=2)[CH2:4][CH2:3]1.C([O-])([O-])=O.[Na+].[Na+].Br[C:25]1[CH:26]=[C:27]([C:31]2[CH:36]=[C:35]([NH:37][CH:38]3[CH2:40][CH2:39]3)[N:34]=[C:33]([C:41]3[CH:46]=[CH:45][CH:44]=[C:43]([CH3:47])[N:42]=3)[CH:32]=2)[CH:28]=[N:29][CH:30]=1.C(Cl)Cl. (2) Given the product [F:1][C:2]1[CH:10]=[C:9]2[C:5]([C:6]([C:18]([NH2:20])=[O:19])=[N:7][N:8]2[C:11]2[CH:16]=[C:15]([C:22]#[C:21][C@@:23]3([OH:32])[C:27]4=[N:28][CH:29]=[CH:30][CH:31]=[C:26]4[CH2:25][CH2:24]3)[CH:14]=[CH:13][N:12]=2)=[CH:4][CH:3]=1, predict the reactants needed to synthesize it. The reactants are: [F:1][C:2]1[CH:10]=[C:9]2[C:5]([C:6]([C:18]([NH2:20])=[O:19])=[N:7][N:8]2[C:11]2[CH:16]=[C:15](I)[CH:14]=[CH:13][N:12]=2)=[CH:4][CH:3]=1.[C:21]([C@@:23]1([OH:32])[C:27]2=[N:28][CH:29]=[CH:30][CH:31]=[C:26]2[CH2:25][CH2:24]1)#[CH:22].